Dataset: Experimentally validated miRNA-target interactions with 360,000+ pairs, plus equal number of negative samples. Task: Binary Classification. Given a miRNA mature sequence and a target amino acid sequence, predict their likelihood of interaction. (1) The miRNA is mmu-miR-3094-5p with sequence UGUUGGGGACAUUUUUAAAGC. The protein sequence of the target gene is MSMTDLLNAEDIKKAVGAFSATDSFDHKKFFQMVGLKKKSADDVKKVFHMLDKDKSGFIEEDELGFILKGFSPDARDLSAKETKMLMAAGDKDGDGKIGVDEFSTLVAES. Result: 0 (no interaction). (2) The miRNA is hsa-miR-548az-3p with sequence AAAAACUGCAAUCACUUUUGC. The protein sequence of the target gene is MAQVLHVPAPFPGTPGPASPPAFPAKDPDPPYSVETPYGYRLDLDFLKYVDDIEKGHTLRRVAVQRRPRLSSLPRGPGSWWTSTESLCSNASGDSRHSAYSYCGRGFYPQYGALETRGGFNPRVERTLLDARRRLEDQAATPTGLGSLTPSAAGSTASLVGVGLPPPTPRSSGLSTPVPPSAGHLAHVREQMAGALRKLRQLEEQVKLIPVLQVKLSVLQEEKRQLTVQLKSQKFLGHPTAGRGRSELCLDLPDPPEDPVALETRSVGTWVRERDLGMPDGEAALAAKVAVLETQLKKAL.... Result: 0 (no interaction).